Dataset: Forward reaction prediction with 1.9M reactions from USPTO patents (1976-2016). Task: Predict the product of the given reaction. (1) Given the reactants [C:1]([C:5]([NH:7][C:8]1[CH:17]=[CH:16][CH:15]=[C:14]([O:18][CH2:19][CH2:20][C:21]([OH:23])=O)[C:9]=1[C:10]([O:12][CH3:13])=[O:11])=[O:6])([CH3:4])([CH3:3])[CH3:2].C(Cl)(=O)C(Cl)=O, predict the reaction product. The product is: [C:1]([C:5]([NH:7][C:8]1[C:9]([C:10]([O:12][CH3:13])=[O:11])=[C:14]2[C:15]([C:21](=[O:23])[CH2:20][CH2:19][O:18]2)=[CH:16][CH:17]=1)=[O:6])([CH3:3])([CH3:4])[CH3:2]. (2) Given the reactants Br[C:2]1[CH:3]=[C:4]([CH3:24])[C:5]2[N:9]=[C:8]([CH3:10])[N:7]([CH2:11][C:12]3[C:17]([Cl:18])=[CH:16][C:15]([C:19]([F:22])([F:21])[F:20])=[CH:14][N:13]=3)[C:6]=2[CH:23]=1.OB(O)[C:27]1[CH:28]=[C:29]([CH:33]=[CH:34][CH:35]=1)[C:30]([OH:32])=[O:31], predict the reaction product. The product is: [Cl:18][C:17]1[C:12]([CH2:11][N:7]2[C:6]3[CH:23]=[C:2]([C:27]4[CH:28]=[C:29]([CH:33]=[CH:34][CH:35]=4)[C:30]([OH:32])=[O:31])[CH:3]=[C:4]([CH3:24])[C:5]=3[N:9]=[C:8]2[CH3:10])=[N:13][CH:14]=[C:15]([C:19]([F:22])([F:21])[F:20])[CH:16]=1. (3) Given the reactants [Cl:1][C:2]1[N:10]=[CH:9][C:8]([F:11])=[CH:7][C:3]=1[C:4]([OH:6])=O.[NH2:12][CH2:13][C:14]1[CH:26]=[CH:25][C:17]([C:18]([O:20][C:21]([CH3:24])([CH3:23])[CH3:22])=[O:19])=[CH:16][CH:15]=1.Cl.CN(C)CCCN=C=NCC.O.ON1C2C=CC=CC=2N=N1, predict the reaction product. The product is: [Cl:1][C:2]1[C:3]([C:4]([NH:12][CH2:13][C:14]2[CH:15]=[CH:16][C:17]([C:18]([O:20][C:21]([CH3:22])([CH3:24])[CH3:23])=[O:19])=[CH:25][CH:26]=2)=[O:6])=[CH:7][C:8]([F:11])=[CH:9][N:10]=1. (4) Given the reactants [CH3:1][O:2][C:3]1[CH:8]=[CH:7][C:6]([C:9]2[C:17]([C:18](=[O:20])[CH3:19])=[C:16]3[N:11]([N:12]=[CH:13][CH:14]=[CH:15]3)[N:10]=2)=[CH:5][CH:4]=1.C(O[CH:26](OC(C)(C)C)[N:27]([CH3:29])[CH3:28])(C)(C)C, predict the reaction product. The product is: [CH3:26][N:27]([CH3:29])/[CH:28]=[CH:19]/[C:18]([C:17]1[C:9]([C:6]2[CH:7]=[CH:8][C:3]([O:2][CH3:1])=[CH:4][CH:5]=2)=[N:10][N:11]2[C:16]=1[CH:15]=[CH:14][CH:13]=[N:12]2)=[O:20]. (5) Given the reactants [Cl:1][C:2]1[CH:3]=[CH:4][C:5]2[N:11]3[CH:12]=[CH:13][CH:14]=[C:10]3[C@H:9]([CH2:15][C:16]([N:18]3[CH2:23][CH2:22][CH2:21][C@H:20]([C:24]([O:26]CC)=[O:25])[CH2:19]3)=[O:17])[O:8][C@@H:7]([C:29]3[CH:34]=[CH:33][CH:32]=[C:31]([O:35][CH3:36])[C:30]=3[O:37][CH3:38])[C:6]=2[CH:39]=1.C(=O)([O-])[O-].[K+].[K+].Cl.C(OCC)(=O)C, predict the reaction product. The product is: [Cl:1][C:2]1[CH:3]=[CH:4][C:5]2[N:11]3[CH:12]=[CH:13][CH:14]=[C:10]3[C@H:9]([CH2:15][C:16]([N:18]3[CH2:23][CH2:22][CH2:21][C@H:20]([C:24]([OH:26])=[O:25])[CH2:19]3)=[O:17])[O:8][C@@H:7]([C:29]3[CH:34]=[CH:33][CH:32]=[C:31]([O:35][CH3:36])[C:30]=3[O:37][CH3:38])[C:6]=2[CH:39]=1. (6) Given the reactants [OH:1][CH2:2][C:3]1[N:8]=[C:7]([C:9]([O:11][CH3:12])=[O:10])[CH:6]=[CH:5][CH:4]=1.[CH3:13][O:14][CH:15]([O:23][CH3:24])[C:16]1[CH:21]=[CH:20][N:19]=[CH:18][C:17]=1O.C1(P(C2C=CC=CC=2)C2C=CC=CC=2)C=CC=CC=1.CC(OC(/N=N/C(OC(C)C)=O)=O)C, predict the reaction product. The product is: [CH3:13][O:14][CH:15]([O:23][CH3:24])[C:16]1[CH:21]=[CH:20][N:19]=[CH:18][C:17]=1[O:1][CH2:2][C:3]1[N:8]=[C:7]([C:9]([O:11][CH3:12])=[O:10])[CH:6]=[CH:5][CH:4]=1. (7) Given the reactants [CH2:1]([O:3][C:4]([N:6]1[C:15]2[C:10](=[CH:11][C:12]([O:18][CH3:19])=[C:13]([O:16][CH3:17])[CH:14]=2)[C:9](=O)[CH2:8][CH:7]1[CH3:21])=[O:5])[CH3:2].O.[NH2:23][NH2:24], predict the reaction product. The product is: [CH2:1]([O:3][C:4]([N:6]1[C:15]2[C:10](=[CH:11][C:12]([O:18][CH3:19])=[C:13]([O:16][CH3:17])[CH:14]=2)[C:9](=[N:23][NH2:24])[CH2:8][CH:7]1[CH3:21])=[O:5])[CH3:2]. (8) Given the reactants [CH:1]([CH:3]([CH:6]([CH3:8])[CH3:7])[C:4]#[N:5])=O.O.[NH2:10][NH2:11].C(O)(=O)C, predict the reaction product. The product is: [CH:6]([C:3]1[CH:1]=[N:10][NH:11][C:4]=1[NH2:5])([CH3:8])[CH3:7]. (9) Given the reactants [CH2:1]([O:3][C:4]([C:6]1[CH:7]2[N:30](C)[CH:11]([CH2:12][C:13]=1[C:14]1[S:15][CH:16]=[C:17]([CH2:19][CH2:20][CH2:21][O:22][Si](C(C)(C)C)(C)C)[N:18]=1)[CH2:10][N:9]([C:32]([O:34][C:35]([CH3:38])([CH3:37])[CH3:36])=[O:33])[CH2:8]2)=[O:5])[CH3:2].[C:39]([O-:42])([OH:41])=O.[Na+].ClC(OC(Cl)=O)C.CCN(C(C)C)C(C)C.[CH3:60][C:61](OC(OC(O[C:61]([CH3:63])([CH3:62])[CH3:60])=O)=O)([CH3:63])[CH3:62], predict the reaction product. The product is: [CH2:1]([O:3][C:4]([C:6]1[CH:7]2[N:30]([C:39]([O:42][C:61]([CH3:63])([CH3:62])[CH3:60])=[O:41])[CH:11]([CH2:12][C:13]=1[C:14]1[S:15][CH:16]=[C:17]([CH2:19][CH2:20][CH2:21][OH:22])[N:18]=1)[CH2:10][N:9]([C:32]([O:34][C:35]([CH3:38])([CH3:36])[CH3:37])=[O:33])[CH2:8]2)=[O:5])[CH3:2]. (10) Given the reactants C[O:2][C:3]([C:5]1[CH:6]=[C:7]([C:16]2[CH:21]=[CH:20][C:19]([C:22]([F:25])([F:24])[F:23])=[CH:18][CH:17]=2)[C:8]([O:11][CH2:12][CH2:13][CH2:14]Br)=[CH:9][CH:10]=1)=[O:4].[CH2:26]([C:30]1[O:31][C:32]2[CH:41]=[CH:40][CH:39]=[CH:38][C:33]=2[C:34]=1[CH:35]=[N:36][OH:37])[CH2:27][CH2:28][CH3:29].C(O)C.[OH-].[Na+], predict the reaction product. The product is: [CH2:26]([C:30]1[O:31][C:32]2[CH:41]=[CH:40][CH:39]=[CH:38][C:33]=2[C:34]=1/[CH:35]=[N:36]/[O:37][CH2:14][CH2:13][CH2:12][O:11][C:8]1[C:7]([C:16]2[CH:21]=[CH:20][C:19]([C:22]([F:23])([F:25])[F:24])=[CH:18][CH:17]=2)=[CH:6][C:5]([C:3]([OH:2])=[O:4])=[CH:10][CH:9]=1)[CH2:27][CH2:28][CH3:29].